This data is from Forward reaction prediction with 1.9M reactions from USPTO patents (1976-2016). The task is: Predict the product of the given reaction. Given the reactants [C:1]([O:5][C:6]([N:8]1[CH:15]2[CH:10]([CH2:11][CH2:12][N:13](C(=O)C(F)(F)F)[CH2:14]2)[CH2:9]1)=[O:7])([CH3:4])([CH3:3])[CH3:2].C([O-])([O-])=O.[K+].[K+], predict the reaction product. The product is: [C:1]([O:5][C:6]([N:8]1[CH:15]2[CH:10]([CH2:11][CH2:12][NH:13][CH2:14]2)[CH2:9]1)=[O:7])([CH3:4])([CH3:2])[CH3:3].